The task is: Predict which catalyst facilitates the given reaction.. This data is from Catalyst prediction with 721,799 reactions and 888 catalyst types from USPTO. Reactant: [C:9](O[C:9]([O:11][C:12]([CH3:15])([CH3:14])[CH3:13])=[O:10])([O:11][C:12]([CH3:15])([CH3:14])[CH3:13])=[O:10].Cl.[NH2:17][CH2:18][C:19]1[CH:20]=[C:21]([CH:34]=[CH:35][CH:36]=1)[C:22]([N:24]1[C:33]2[C:28](=[CH:29][CH:30]=[CH:31][CH:32]=2)[CH2:27][CH2:26][CH2:25]1)=[O:23].C(N(CC)CC)C. Product: [N:24]1([C:22]([C:21]2[CH:20]=[C:19]([CH:36]=[CH:35][CH:34]=2)[CH2:18][NH:17][C:9](=[O:10])[O:11][C:12]([CH3:13])([CH3:14])[CH3:15])=[O:23])[C:33]2[C:28](=[CH:29][CH:30]=[CH:31][CH:32]=2)[CH2:27][CH2:26][CH2:25]1. The catalyst class is: 4.